Dataset: Reaction yield outcomes from USPTO patents with 853,638 reactions. Task: Predict the reaction yield, written as a fraction of the theoretical maximum amount of product (1.0 means a 100% yield; for example, 0.34 means a 34% yield). (1) The reactants are [C:1]([Si:5]([CH3:37])([CH3:36])[O:6][C:7]1([C:11]2[S:12][C:13]([C:16]3[CH:17]=[C:18]([NH:25][C:26]4[N:31]=[C:30]([C:32]([F:35])([F:34])[F:33])[CH:29]=[CH:28][N:27]=4)[CH:19]=[C:20]([N+:22]([O-])=O)[CH:21]=3)=[CH:14][N:15]=2)[CH2:10][CH2:9][CH2:8]1)([CH3:4])([CH3:3])[CH3:2]. The catalyst is C(OCC)(=O)C.[Pd]. The product is [Si:5]([O:6][C:7]1([C:11]2[S:12][C:13]([C:16]3[CH:21]=[C:20]([NH2:22])[CH:19]=[C:18]([NH:25][C:26]4[N:31]=[C:30]([C:32]([F:33])([F:34])[F:35])[CH:29]=[CH:28][N:27]=4)[CH:17]=3)=[CH:14][N:15]=2)[CH2:10][CH2:9][CH2:8]1)([C:1]([CH3:2])([CH3:3])[CH3:4])([CH3:36])[CH3:37]. The yield is 0.920. (2) The reactants are [CH:1]([C:3]1[CH:4]=[CH:5][C:6]2[N:7]([C:9]([C:12]3[CH:17]=[CH:16][N:15]=[CH:14][CH:13]=3)=[CH:10][N:11]=2)[CH:8]=1)=C.N1C(C)=CC=CC=1C.[O:26]1CCOCC1.O. The catalyst is CC(O)(C)C.C(Cl)(Cl)Cl. The product is [N:15]1[CH:16]=[CH:17][C:12]([C:9]2[N:7]3[CH:8]=[C:3]([CH:1]=[O:26])[CH:4]=[CH:5][C:6]3=[N:11][CH:10]=2)=[CH:13][CH:14]=1. The yield is 0.530.